From a dataset of Forward reaction prediction with 1.9M reactions from USPTO patents (1976-2016). Predict the product of the given reaction. (1) Given the reactants [F:1][C:2]([F:8])([CH:5]([F:7])[F:6])[CH2:3][OH:4].[F:9][C:10]([F:25])([S:21](F)(=[O:23])=[O:22])[C:11]([F:20])([F:19])[C:12]([F:18])([F:17])[C:13]([F:16])([F:15])[F:14].[OH-].[K+], predict the reaction product. The product is: [F:1][C:2]([F:8])([CH:5]([F:7])[F:6])[CH2:3][O:4][S:21]([C:10]([F:9])([F:25])[C:11]([F:19])([F:20])[C:12]([F:17])([F:18])[C:13]([F:16])([F:15])[F:14])(=[O:23])=[O:22]. (2) The product is: [CH:54]1([S:57]([C:60]2[CH:61]=[C:62]([CH:63]=[CH:64][CH:65]=2)[CH2:44][NH:47][C:21](=[O:23])[CH:20]([NH:19][C:15]2[CH:14]=[C:13]3[C:18](=[CH:17][CH:16]=2)[C:9]([N:8]([C:6]([O:5][C:1]([CH3:3])([CH3:2])[CH3:4])=[O:7])[C:37]([O:39][C:40]([CH3:41])([CH3:43])[CH3:42])=[O:38])=[N:10][N:11]=[CH:12]3)[C:24]2[CH:29]=[CH:28][C:27]([O:30][CH:31]([CH3:32])[CH3:33])=[C:26]([O:34][CH2:35][CH3:36])[CH:25]=2)(=[O:58])=[O:59])[CH2:55][CH2:56]1. Given the reactants [C:1]([O:5][C:6]([N:8]([C:37]([O:39][C:40]([CH3:43])([CH3:42])[CH3:41])=[O:38])[C:9]1[C:18]2[C:13](=[CH:14][C:15]([NH:19][CH:20]([C:24]3[CH:29]=[CH:28][C:27]([O:30][CH:31]([CH3:33])[CH3:32])=[C:26]([O:34][CH2:35][CH3:36])[CH:25]=3)[C:21]([OH:23])=O)=[CH:16][CH:17]=2)[CH:12]=[N:11][N:10]=1)=[O:7])([CH3:4])([CH3:3])[CH3:2].[CH:44]([N:47](C(C)C)CC)(C)C.Cl.[CH:54]1([S:57]([C:60]2[CH:65]=[CH:64][CH:63]=[CH:62][C:61]=2CN)(=[O:59])=[O:58])[CH2:56][CH2:55]1.F[P-](F)(F)(F)(F)F.N1(O[P+](N(C)C)(N(C)C)N(C)C)C2C=CC=CC=2N=N1, predict the reaction product. (3) Given the reactants [CH:1]1([C:7](=O)[CH3:8])[CH2:6][CH2:5][CH2:4][CH2:3][CH2:2]1.C(O)(=O)C.[C:14]1([C@@H:20]2[CH2:22][C@H:21]2[NH2:23])[CH:19]=[CH:18][CH:17]=[CH:16][CH:15]=1.C(O[BH-](OC(=O)C)OC(=O)C)(=O)C.[Na+], predict the reaction product. The product is: [CH:1]1([CH:7]([NH:23][C@@H:21]2[CH2:22][C@H:20]2[C:14]2[CH:19]=[CH:18][CH:17]=[CH:16][CH:15]=2)[CH3:8])[CH2:6][CH2:5][CH2:4][CH2:3][CH2:2]1. (4) The product is: [CH3:1][O:2][C:3]([C:5]1[CH:6]=[CH:7][C:8]([C:11]([Cl:16])=[O:13])=[N:9][CH:10]=1)=[O:4]. Given the reactants [CH3:1][O:2][C:3]([C:5]1[CH:6]=[CH:7][C:8]([C:11]([OH:13])=O)=[N:9][CH:10]=1)=[O:4].S(Cl)([Cl:16])=O, predict the reaction product. (5) Given the reactants [CH:1]1([NH:4][C:5]2[N:10]=[C:9]([C:11]3[CH:12]=[C:13]4[C:17](=[CH:18][CH:19]=3)[N:16](C3CCCCO3)[N:15]=[C:14]4[C:26]3[N:31]=[C:30]([O:32][C@@H:33]4[CH2:38][CH2:37][CH2:36][N:35](C(OC(C)(C)C)=O)[CH2:34]4)[CH:29]=[N:28][CH:27]=3)[CH:8]=[CH:7][N:6]=2)[CH2:3][CH2:2]1.Cl, predict the reaction product. The product is: [CH:1]1([NH:4][C:5]2[N:10]=[C:9]([C:11]3[CH:12]=[C:13]4[C:17](=[CH:18][CH:19]=3)[NH:16][N:15]=[C:14]4[C:26]3[CH:27]=[N:28][CH:29]=[C:30]([O:32][C@@H:33]4[CH2:38][CH2:37][CH2:36][NH:35][CH2:34]4)[N:31]=3)[CH:8]=[CH:7][N:6]=2)[CH2:2][CH2:3]1.